This data is from TCR-epitope binding with 47,182 pairs between 192 epitopes and 23,139 TCRs. The task is: Binary Classification. Given a T-cell receptor sequence (or CDR3 region) and an epitope sequence, predict whether binding occurs between them. (1) The epitope is SSNVANYQK. The TCR CDR3 sequence is CSFRDLSSYNEQFF. Result: 0 (the TCR does not bind to the epitope). (2) The epitope is RLYYDSMSY. The TCR CDR3 sequence is CASSSGTIGANVLTF. Result: 0 (the TCR does not bind to the epitope). (3) The epitope is AMFWSVPTV. The TCR CDR3 sequence is CASSNVGVGGGYSYEQYF. Result: 0 (the TCR does not bind to the epitope). (4) The epitope is PROT_97E67BCC. The TCR CDR3 sequence is CASSRLTSGGADTQYF. Result: 1 (the TCR binds to the epitope). (5) The epitope is EIYKRWII. The TCR CDR3 sequence is CASSPFTGVGQPQHF. Result: 1 (the TCR binds to the epitope). (6) The TCR CDR3 sequence is CASSPRDRGSTGELFF. The epitope is TEKSNIIRGW. Result: 0 (the TCR does not bind to the epitope).